Predict the reactants needed to synthesize the given product. From a dataset of Full USPTO retrosynthesis dataset with 1.9M reactions from patents (1976-2016). (1) Given the product [CH:26]([C:23]1[CH:24]=[CH:25][C:20]([N:14]2[CH2:15][CH2:16][CH:11]([CH2:10][O:9][C:8]3[CH:17]=[CH:18][C:5]([C:3]([O:2][CH3:1])=[O:4])=[CH:6][CH:7]=3)[CH2:12][CH2:13]2)=[N:21][CH:22]=1)=[O:27], predict the reactants needed to synthesize it. The reactants are: [CH3:1][O:2][C:3]([C:5]1[CH:18]=[CH:17][C:8]([O:9][CH2:10][CH:11]2[CH2:16][CH2:15][NH:14][CH2:13][CH2:12]2)=[CH:7][CH:6]=1)=[O:4].F[C:20]1[CH:25]=[CH:24][C:23]([CH:26]=[O:27])=[CH:22][N:21]=1.C(N(C(C)C)CC)(C)C. (2) Given the product [F:15][C:16]1[CH:17]=[C:18]2[C:22](=[CH:23][CH:24]=1)[CH:21]([NH:25][C:2]1[CH:11]=[CH:10][C:9]3[C:4](=[CH:5][CH:6]=[C:7]([N+:12]([O-:14])=[O:13])[CH:8]=3)[N:3]=1)[CH2:20][CH2:19]2, predict the reactants needed to synthesize it. The reactants are: Cl[C:2]1[CH:11]=[CH:10][C:9]2[C:4](=[CH:5][CH:6]=[C:7]([N+:12]([O-:14])=[O:13])[CH:8]=2)[N:3]=1.[F:15][C:16]1[CH:17]=[C:18]2[C:22](=[CH:23][CH:24]=1)[CH:21]([NH2:25])[CH2:20][CH2:19]2. (3) Given the product [F:17][C:18]1[CH:26]=[CH:25][CH:24]=[CH:23][C:19]=1[C:20]([OH:22])=[O:21], predict the reactants needed to synthesize it. The reactants are: FC1C=CC=CC=1C1NC2C(=NC=NC=2)N=1.[F:17][C:18]1[C:26](F)=[CH:25][CH:24]=[CH:23][C:19]=1[C:20]([OH:22])=[O:21].